Dataset: Full USPTO retrosynthesis dataset with 1.9M reactions from patents (1976-2016). Task: Predict the reactants needed to synthesize the given product. (1) Given the product [CH2:24]([O:23][C:21]([C:18]1[CH:19]=[CH:20][C:15]2[N:14]([CH:11]3[CH2:12][CH2:13][N:8]([C:6]([O:5][C:1]([CH3:4])([CH3:3])[CH3:2])=[O:7])[CH2:9][CH2:10]3)[N:29]=[N:27][C:16]=2[CH:17]=1)=[O:22])[CH:25]=[CH2:26], predict the reactants needed to synthesize it. The reactants are: [C:1]([O:5][C:6]([N:8]1[CH2:13][CH2:12][CH:11]([NH:14][C:15]2[CH:20]=[CH:19][C:18]([C:21]([O:23][CH2:24][CH:25]=[CH2:26])=[O:22])=[CH:17][C:16]=2[NH2:27])[CH2:10][CH2:9]1)=[O:7])([CH3:4])([CH3:3])[CH3:2].Cl.[N:29]([O-])=O.[Na+].C([O-])(O)=O.[Na+].C(OC(OC(C)(C)C)=O)(OC(C)(C)C)=O.C(N(C(C)C)C(C)C)C. (2) The reactants are: C(OC([N:8]1[C:16]2[C:11](=[CH:12][C:13]([Cl:17])=[CH:14][CH:15]=2)[CH:10]=[C:9]1[CH2:18][N:19]1[CH2:24][C:23](=[O:25])[N:22]([CH2:26][C:27]2[CH:32]=C[C:30](C#N)=[C:29](N)[CH:28]=2)[CH:21]([C:36]([O:38][CH3:39])=[O:37])[CH2:20]1)=O)(C)(C)C.[N:40]1[CH:45]=[N:44][CH:43]=[N:42][CH:41]=1.CC(O)=O. Given the product [CH3:39][O:38][C:36]([CH:21]1[CH2:20][N:19]([CH2:18][C:9]2[NH:8][C:16]3[C:11]([CH:10]=2)=[CH:12][C:13]([Cl:17])=[CH:14][CH:15]=3)[CH2:24][C:23](=[O:25])[N:22]1[CH2:26][C:27]1[CH:32]=[C:41]2[C:30]([C:45]([NH2:40])=[N:44][CH:43]=[N:42]2)=[CH:29][CH:28]=1)=[O:37], predict the reactants needed to synthesize it. (3) Given the product [OH:8][CH:6]([CH2:5][O:9][CH2:10][CH2:11][CH2:12][CH2:13][CH2:14][CH2:15][CH2:16][CH2:17][CH2:18][CH2:19][CH2:20][CH2:21][CH2:22][CH2:23][CH2:24][CH3:25])[CH2:7][NH:4][CH2:3][CH2:1][OH:2], predict the reactants needed to synthesize it. The reactants are: [CH2:1]([CH2:3][NH2:4])[OH:2].[CH2:5]([O:9][CH2:10][CH2:11][CH2:12][CH2:13][CH2:14][CH2:15][CH2:16][CH2:17][CH2:18][CH2:19][CH2:20][CH2:21][CH2:22][CH2:23][CH2:24][CH3:25])[CH:6]1[O:8][CH2:7]1. (4) The reactants are: Cl/[C:2](=[N:8]/[OH:9])/[C:3]([O:5][CH2:6][CH3:7])=[O:4].C(N([CH2:15][CH3:16])CC)C.[Cl-].[Na+].[O:19]1CC[CH2:21][CH2:20]1. Given the product [OH:19][CH:20]([C:15]1[O:9][N:8]=[C:2]([C:3]([O:5][CH2:6][CH3:7])=[O:4])[CH:16]=1)[CH3:21], predict the reactants needed to synthesize it. (5) Given the product [CH:8]1([N:13]2[C:17]3[N:18]=[C:19]([NH:22][C:28]4[N:33]=[CH:32][C:31]([CH2:34][N:35]5[CH2:36][CH2:37][N:38]([CH2:41][C:42]([O:44][CH2:45][CH3:46])=[O:43])[CH2:39][CH2:40]5)=[CH:30][CH:29]=4)[N:20]=[CH:21][C:16]=3[C:15]3[CH:23]=[CH:24][N:25]=[CH:26][C:14]2=3)[CH2:9][CH2:10][CH2:11][CH2:12]1, predict the reactants needed to synthesize it. The reactants are: C(O)(C(F)(F)F)=O.[CH:8]1([N:13]2[C:17]3[N:18]=[C:19]([NH2:22])[N:20]=[CH:21][C:16]=3[C:15]3[CH:23]=[CH:24][N:25]=[CH:26][C:14]2=3)[CH2:12][CH2:11][CH2:10][CH2:9]1.Cl[C:28]1[N:33]=[CH:32][C:31]([CH2:34][N:35]2[CH2:40][CH2:39][N:38]([CH2:41][C:42]([O:44][CH2:45][CH3:46])=[O:43])[CH2:37][CH2:36]2)=[CH:30][CH:29]=1. (6) Given the product [Cl:1][C:2]1[CH:3]=[C:4]2[C:9](=[C:10]([Cl:31])[C:11]=1[O:12][C:13]1[CH:18]=[CH:17][C:16]([C:19](=[O:30])[NH:20][CH2:21][CH2:22][C:23]3[CH:28]=[CH:27][C:26]([Cl:29])=[CH:25][CH:24]=3)=[CH:15][CH:14]=1)[O:8][CH2:7][CH2:6][CH:5]2[C:32]([OH:34])=[O:33], predict the reactants needed to synthesize it. The reactants are: [Cl:1][C:2]1[CH:3]=[C:4]2[C:9](=[C:10]([Cl:31])[C:11]=1[O:12][C:13]1[CH:18]=[CH:17][C:16]([C:19](=[O:30])[NH:20][CH2:21][CH2:22][C:23]3[CH:28]=[CH:27][C:26]([Cl:29])=[CH:25][CH:24]=3)=[CH:15][CH:14]=1)[O:8][CH2:7][CH2:6][CH:5]2[C:32]([O:34]CC)=[O:33].[OH-].[Na+].Cl.CCOC(C)=O. (7) Given the product [CH3:21][N:18]1[CH2:19][CH2:20][N:15]([C:10]2[N:9]=[C:8]3[C:13]([CH:14]=[C:5]([C:3]([OH:4])=[O:2])[C:6](=[O:22])[NH:7]3)=[CH:12][CH:11]=2)[CH2:16][CH2:17]1, predict the reactants needed to synthesize it. The reactants are: C[O:2][C:3]([C:5]1[C:6](=[O:22])[NH:7][C:8]2[C:13]([CH:14]=1)=[CH:12][CH:11]=[C:10]([N:15]1[CH2:20][CH2:19][N:18]([CH3:21])[CH2:17][CH2:16]1)[N:9]=2)=[O:4].[OH-].[Na+].CO.ClCCl. (8) Given the product [C:1]([O:5][C:6]([N:8]1[CH2:12][CH2:11][C@@H:10]([C:13]2[N:18]3[CH:19]=[C:20]([F:23])[CH:21]=[CH:22][C:17]3=[N:16][N:15]=2)[CH2:9]1)=[O:7])([CH3:4])([CH3:3])[CH3:2], predict the reactants needed to synthesize it. The reactants are: [C:1]([O:5][C:6]([N:8]1[CH2:12][CH2:11][C@@H:10]([C:13]([NH:15][NH:16][C:17]2[CH:22]=[CH:21][C:20]([F:23])=[CH:19][N:18]=2)=O)[CH2:9]1)=[O:7])([CH3:4])([CH3:3])[CH3:2].C1C=CC(P(C2C=CC=CC=2)C2C=CC=CC=2)=CC=1.CCN(CC)CC.ClC(Cl)(Cl)C(Cl)(Cl)Cl.CC(OC(OC(OC(C)(C)C)=O)=O)(C)C. (9) Given the product [Cl:1][C:2]1[CH:7]=[CH:6][C:5]([CH:8]2[C:9]3[N:37]([CH3:36])[N:38]=[C:25]([C:26]4[C:27]([O:32][CH3:33])=[N:28][CH:29]=[CH:30][CH:31]=4)[C:10]=3[C:11](=[O:24])[N:12]2[C:13]2[CH:14]=[C:15]([CH3:23])[C:16]3[N:17]([C:19]([CH3:22])=[N:20][N:21]=3)[CH:18]=2)=[CH:4][CH:3]=1, predict the reactants needed to synthesize it. The reactants are: [Cl:1][C:2]1[CH:7]=[CH:6][C:5]([CH:8]2[N:12]([C:13]3[CH:14]=[C:15]([CH3:23])[C:16]4[N:17]([C:19]([CH3:22])=[N:20][N:21]=4)[CH:18]=3)[C:11](=[O:24])[CH:10]([C:25](=O)[C:26]3[CH:31]=[CH:30][CH:29]=[N:28][C:27]=3[O:32][CH3:33])[C:9]2=O)=[CH:4][CH:3]=1.[CH3:36][NH:37][NH2:38]. (10) Given the product [Br:1][C:2]1[CH:3]=[CH:4][C:5]([F:20])=[C:6]([C@:8]2([CH3:19])[CH2:9][S:10](=[O:18])(=[O:17])[C:11]([CH3:16])([CH3:15])[C:12]([NH2:21])=[N:13]2)[CH:7]=1, predict the reactants needed to synthesize it. The reactants are: [Br:1][C:2]1[CH:3]=[CH:4][C:5]([F:20])=[C:6]([C@@:8]2([CH3:19])[NH:13][C:12](=S)[C:11]([CH3:16])([CH3:15])[S:10](=[O:18])(=[O:17])[CH2:9]2)[CH:7]=1.[NH3:21].